Predict the reactants needed to synthesize the given product. From a dataset of Full USPTO retrosynthesis dataset with 1.9M reactions from patents (1976-2016). (1) Given the product [C:1]1([C:7]2[CH:12]=[C:11]([C:13]3([CH3:18])[O:14][CH2:15][CH2:16][O:17]3)[CH:10]=[CH:9][C:8]=2[NH:19][C:20]([C:22]2[NH:26][C:25]([C:27]#[N:28])=[CH:24][N:23]=2)=[O:21])[CH2:6][CH2:5][CH2:4][CH2:3][CH:2]=1, predict the reactants needed to synthesize it. The reactants are: [C:1]1([C:7]2[CH:12]=[C:11]([C:13]3([CH3:18])[O:17][CH2:16][CH2:15][O:14]3)[CH:10]=[CH:9][C:8]=2[NH:19][C:20]([C:22]2[N:23](COCC[Si](C)(C)C)[CH:24]=[C:25]([C:27]#[N:28])[N:26]=2)=[O:21])[CH2:6][CH2:5][CH2:4][CH2:3][CH:2]=1.[F-].C([N+](CCCC)(CCCC)CCCC)CCC. (2) Given the product [CH2:15](/[N:19]=[C:20]1\[S:21][CH2:11][C:12](=[O:13])[N:4]\1[C:3]1[CH:5]=[CH:6][CH:7]=[C:8]([CH3:9])[C:2]=1[CH3:1])[CH2:16][CH2:17][CH3:18], predict the reactants needed to synthesize it. The reactants are: [CH3:1][C:2]1[C:8]([CH3:9])=[CH:7][CH:6]=[CH:5][C:3]=1[NH2:4].Cl[CH2:11][C:12](Cl)=[O:13].[CH2:15]([N:19]=[C:20]=[S:21])[CH2:16][CH2:17][CH3:18]. (3) Given the product [C:17]([O:21][C:22](=[O:35])[NH:23][C@H:24]([C:28]1[CH:29]=[N:30][CH:31]=[C:32]([B:8]2[O:9][CH2:10][C:11]([CH3:14])([CH3:15])[CH2:12][O:13]2)[CH:33]=1)[CH2:25][CH:26]=[CH2:27])([CH3:18])([CH3:19])[CH3:20], predict the reactants needed to synthesize it. The reactants are: [CH3:14][C:11]1([CH3:15])[CH2:12][O:13][B:8]([B:8]2[O:13][CH2:12][C:11]([CH3:15])([CH3:14])[CH2:10][O:9]2)[O:9][CH2:10]1.[C:17]([O:21][C:22](=[O:35])[NH:23][C@H:24]([C:28]1[CH:29]=[N:30][CH:31]=[C:32](Br)[CH:33]=1)[CH2:25][CH:26]=[CH2:27])([CH3:20])([CH3:19])[CH3:18].CC([O-])=O.[K+]. (4) Given the product [CH3:16][CH:15]([CH3:17])[CH2:14][C@H:13]([NH:12][C:10]([C:2]1[S:1][C:5]2[CH:6]=[CH:7][CH:8]=[CH:9][C:4]=2[CH:3]=1)=[O:11])[C:18]([NH:20][CH2:21][CH2:22][CH2:23][NH:24][CH3:25])=[O:19], predict the reactants needed to synthesize it. The reactants are: [S:1]1[C:5]2[CH:6]=[CH:7][CH:8]=[CH:9][C:4]=2[CH:3]=[C:2]1[C:10]([NH:12][C@H:13]([C:18]([NH:20][CH2:21][CH2:22][CH2:23][N:24](C)[C:25](=O)OC(C)(C)C)=[O:19])[CH2:14][CH:15]([CH3:17])[CH3:16])=[O:11].Cl.O1CCOCC1. (5) Given the product [CH3:8][C:7]1[CH:6]=[CH:5][C:4]([S:9]([NH2:12])(=[O:11])=[O:10])=[CH:3][C:2]=1[B:13]1[O:17][C:16]([CH3:19])([CH3:18])[C:15]([CH3:21])([CH3:20])[O:14]1, predict the reactants needed to synthesize it. The reactants are: Br[C:2]1[CH:3]=[C:4]([S:9]([NH2:12])(=[O:11])=[O:10])[CH:5]=[CH:6][C:7]=1[CH3:8].[B:13]1([B:13]2[O:17][C:16]([CH3:19])([CH3:18])[C:15]([CH3:21])([CH3:20])[O:14]2)[O:17][C:16]([CH3:19])([CH3:18])[C:15]([CH3:21])([CH3:20])[O:14]1.O1CCOCC1.C([O-])(=O)C.[K+]. (6) Given the product [Br:13][CH2:6][C:5]1[CH:8]=[CH:31][C:28]([C:29]#[N:30])=[CH:32][C:4]=1[N+:10]([O-:12])=[O:11], predict the reactants needed to synthesize it. The reactants are: CC1C=[CH:8][C:5]([C:6]#N)=[C:4]([N+:10]([O-:12])=[O:11])C=1.[Br:13]N1C(=O)CCC1=O.N([C:28]([CH3:32])([CH3:31])[C:29]#[N:30])=N[C:28]([CH3:32])([CH3:31])[C:29]#[N:30].